Dataset: Aqueous solubility values for 9,982 compounds from the AqSolDB database. Task: Regression/Classification. Given a drug SMILES string, predict its absorption, distribution, metabolism, or excretion properties. Task type varies by dataset: regression for continuous measurements (e.g., permeability, clearance, half-life) or binary classification for categorical outcomes (e.g., BBB penetration, CYP inhibition). For this dataset (solubility_aqsoldb), we predict Y. (1) The drug is CCN(CCCl)CCCl. The Y is -3.03 log mol/L. (2) The Y is -7.25 log mol/L. The compound is CCCCCCCCCCCCCCCCCC(=O)O[Al](O)OC(=O)c1ccccc1. (3) The compound is C/C=C/CCl. The Y is -1.96 log mol/L. (4) The compound is CCC1(CC)C(=O)NC(=O)N(CO)C1=O. The Y is -3.93 log mol/L. (5) The Y is -3.66 log mol/L. The compound is CCC(CC)(C(=O)NC(N)=O)C(=O)OCc1ccccc1. (6) The drug is CCC(C)(C)c1cc(O)c(C(C)(C)CC)cc1O. The Y is -6.50 log mol/L. (7) The compound is O=C(O)CCCCCc1ccccc1. The Y is -2.60 log mol/L. (8) The Y is -2.65 log mol/L. The drug is CC=CC(=O)Nc1ccc(O)cc1. (9) The molecule is O/N=C1/C=CCCC1. The Y is -0.703 log mol/L.